Dataset: NCI-60 drug combinations with 297,098 pairs across 59 cell lines. Task: Regression. Given two drug SMILES strings and cell line genomic features, predict the synergy score measuring deviation from expected non-interaction effect. (1) Synergy scores: CSS=40.2, Synergy_ZIP=-6.21, Synergy_Bliss=-14.1, Synergy_Loewe=-19.7, Synergy_HSA=-12.1. Cell line: K-562. Drug 2: C1=NC2=C(N1)C(=S)N=CN2. Drug 1: CNC(=O)C1=CC=CC=C1SC2=CC3=C(C=C2)C(=NN3)C=CC4=CC=CC=N4. (2) Drug 1: CC1OCC2C(O1)C(C(C(O2)OC3C4COC(=O)C4C(C5=CC6=C(C=C35)OCO6)C7=CC(=C(C(=C7)OC)O)OC)O)O. Drug 2: CN(C)C1=NC(=NC(=N1)N(C)C)N(C)C. Cell line: SN12C. Synergy scores: CSS=38.5, Synergy_ZIP=3.07, Synergy_Bliss=5.12, Synergy_Loewe=-40.6, Synergy_HSA=4.48.